This data is from Full USPTO retrosynthesis dataset with 1.9M reactions from patents (1976-2016). The task is: Predict the reactants needed to synthesize the given product. (1) Given the product [Cl:48][C:28]1[C:27]([NH:26][C:2]2[N:7]=[C:6]([N:8]([CH:18]3[CH2:20][CH2:19]3)[CH2:9][C:10]3[CH:11]=[CH:12][C:13]([O:16][CH3:17])=[CH:14][CH:15]=3)[C:5]3=[N:21][CH:22]=[C:23]([C:24]#[N:25])[N:4]3[N:3]=2)=[CH:45][C:44]([C:46]#[N:47])=[CH:43][C:29]=1[O:30][CH:31]1[CH2:35][CH2:34][N:33]([C:36]([O:38][C:39]([CH3:42])([CH3:40])[CH3:41])=[O:37])[CH2:32]1, predict the reactants needed to synthesize it. The reactants are: Cl[C:2]1[N:7]=[C:6]([N:8]([CH:18]2[CH2:20][CH2:19]2)[CH2:9][C:10]2[CH:15]=[CH:14][C:13]([O:16][CH3:17])=[CH:12][CH:11]=2)[C:5]2=[N:21][CH:22]=[C:23]([C:24]#[N:25])[N:4]2[N:3]=1.[NH2:26][C:27]1[C:28]([Cl:48])=[C:29]([CH:43]=[C:44]([C:46]#[N:47])[CH:45]=1)[O:30][CH:31]1[CH2:35][CH2:34][N:33]([C:36]([O:38][C:39]([CH3:42])([CH3:41])[CH3:40])=[O:37])[CH2:32]1.CC1(C)C2C(=C(P(C3C=CC=CC=3)C3C=CC=CC=3)C=CC=2)OC2C(P(C3C=CC=CC=3)C3C=CC=CC=3)=CC=CC1=2.C(=O)([O-])[O-].[Cs+].[Cs+]. (2) Given the product [CH3:32][S:33]([N:21]1[CH2:20][CH:19]=[C:18]([C:14]2[C:13]3[N:12]([N:11]=[C:10]([NH:9][C:6]4[CH:5]=[CH:4][C:3]([O:2][CH3:1])=[CH:8][CH:7]=4)[N:24]=3)[CH:17]=[CH:16][CH:15]=2)[CH2:23][CH2:22]1)(=[O:35])=[O:34], predict the reactants needed to synthesize it. The reactants are: [CH3:1][O:2][C:3]1[CH:8]=[CH:7][C:6]([NH:9][C:10]2[N:24]=[C:13]3[C:14]([C:18]4[CH2:19][CH2:20][NH:21][CH2:22][CH:23]=4)=[CH:15][CH:16]=[CH:17][N:12]3[N:11]=2)=[CH:5][CH:4]=1.C(N(CC)CC)C.[CH3:32][S:33](Cl)(=[O:35])=[O:34]. (3) Given the product [F:1][C:2]1[CH:3]=[C:4]([CH:16]=[CH:17][CH:18]=1)[CH2:5][O:6][C:7]1[CH:12]=[CH:11][C:10]([CH2:13][CH2:14][O:15][C:20](=[O:21])[NH2:19])=[CH:9][CH:8]=1, predict the reactants needed to synthesize it. The reactants are: [F:1][C:2]1[CH:3]=[C:4]([CH:16]=[CH:17][CH:18]=1)[CH2:5][O:6][C:7]1[CH:12]=[CH:11][C:10]([CH2:13][CH2:14][OH:15])=[CH:9][CH:8]=1.[N-:19]=[C:20]=[O:21].[K+].FC(F)(F)C(O)=O. (4) Given the product [Br:16][CH2:17][C:18]([N:2]1[CH2:6][CH2:5][C@@H:4]([NH:7][C:8]([C:10]2[S:11][C:12]([Cl:15])=[CH:13][CH:14]=2)=[O:9])[CH2:3]1)=[O:19], predict the reactants needed to synthesize it. The reactants are: Cl.[NH:2]1[CH2:6][CH2:5][C@@H:4]([NH:7][C:8]([C:10]2[S:11][C:12]([Cl:15])=[CH:13][CH:14]=2)=[O:9])[CH2:3]1.[Br:16][CH2:17][C:18](Br)=[O:19]. (5) Given the product [F:23][C:24]1[CH:25]=[CH:26][C:27]([C:30](=[S:10])[NH2:32])=[N:28][CH:29]=1, predict the reactants needed to synthesize it. The reactants are: COC1C=CC(P2(SP(C3C=CC(OC)=CC=3)(=S)S2)=[S:10])=CC=1.[F:23][C:24]1[CH:25]=[CH:26][C:27]([C:30]([NH2:32])=O)=[N:28][CH:29]=1. (6) Given the product [NH2:4][C:7]1[C:8](=[O:25])[N:9]([C:19]2[CH:20]=[CH:21][CH:22]=[CH:23][CH:24]=2)[CH:10]=[C:11]([C:13]2[CH:18]=[CH:17][CH:16]=[CH:15][N:14]=2)[CH:12]=1, predict the reactants needed to synthesize it. The reactants are: C(O)C.[N+:4]([C:7]1[C:8](=[O:25])[N:9]([C:19]2[CH:24]=[CH:23][CH:22]=[CH:21][CH:20]=2)[CH:10]=[C:11]([C:13]2[CH:18]=[CH:17][CH:16]=[CH:15][N:14]=2)[CH:12]=1)([O-])=O.